This data is from Forward reaction prediction with 1.9M reactions from USPTO patents (1976-2016). The task is: Predict the product of the given reaction. (1) The product is: [F:9][C:8]([F:11])([F:10])[C:5]1[N:6]=[CH:7][C:2]([CH2:26][NH:27][C:28](=[O:34])[O:29][C:30]([CH3:33])([CH3:32])[CH3:31])=[CH:3][C:4]=1[C:12]1[CH:13]=[N:14][C:15]([C:18]([F:21])([F:20])[F:19])=[N:16][CH:17]=1. Given the reactants Cl[C:2]1[CH:3]=[C:4]([C:12]2[CH:13]=[N:14][C:15]([C:18]([F:21])([F:20])[F:19])=[N:16][CH:17]=2)[C:5]([C:8]([F:11])([F:10])[F:9])=[N:6][CH:7]=1.FB([CH2:26][NH:27][C:28](=[O:34])[O:29][C:30]([CH3:33])([CH3:32])[CH3:31])(F)F.[K].COC1C=CC=C(OC)C=1C1C=CC=CC=1P(C1CCCCC1)C1CCCCC1.C(=O)([O-])[O-].[Na+].[Na+], predict the reaction product. (2) The product is: [CH3:10][O:9][C:7](=[O:8])[C:6]1[CH:11]=[C:2]([O:1][C@@H:19]([CH3:20])[CH2:18][O:17][CH3:16])[CH:3]=[C:4]([C:12]([O:14][CH3:15])=[O:13])[CH:5]=1. Given the reactants [OH:1][C:2]1[CH:3]=[C:4]([C:12]([O:14][CH3:15])=[O:13])[CH:5]=[C:6]([CH:11]=1)[C:7]([O:9][CH3:10])=[O:8].[CH3:16][O:17][CH2:18][C@H:19](O)[CH3:20].C1(P(C2C=CC=CC=2)C2C=CC=CC=2)C=CC=CC=1, predict the reaction product. (3) Given the reactants [CH:1]1([NH:5][C:6]([C:8]2[CH:17]=[CH:16][C:15]3[CH2:14][N:13]([CH2:18][C:19]([O:21]C(C)(C)C)=[O:20])[CH2:12][CH2:11][C:10]=3[N:9]=2)=[O:7])[CH2:4][CH2:3][CH2:2]1.[ClH:26], predict the reaction product. The product is: [ClH:26].[CH:1]1([NH:5][C:6]([C:8]2[CH:17]=[CH:16][C:15]3[CH2:14][N:13]([CH2:18][C:19]([OH:21])=[O:20])[CH2:12][CH2:11][C:10]=3[N:9]=2)=[O:7])[CH2:2][CH2:3][CH2:4]1. (4) The product is: [OH:2][C:3]1[CH:12]=[C:11]2[C:6]([CH:7]=[CH:8][N:9]=[C:10]2[N:13]2[CH2:14][CH2:15][N:16]([CH3:19])[CH2:17][CH2:18]2)=[CH:5][CH:4]=1. Given the reactants C[O:2][C:3]1[CH:12]=[C:11]2[C:6]([CH:7]=[CH:8][N:9]=[C:10]2[N:13]2[CH2:18][CH2:17][N:16]([CH3:19])[CH2:15][CH2:14]2)=[CH:5][CH:4]=1.Br.[OH-].[Na+], predict the reaction product.